This data is from Full USPTO retrosynthesis dataset with 1.9M reactions from patents (1976-2016). The task is: Predict the reactants needed to synthesize the given product. (1) Given the product [BrH:15].[CH3:11][O:12][CH2:13][CH2:14][N:1]1[C:5]2[CH2:6][CH2:7][O:8][CH2:9][C:4]=2[S:3][C:2]1=[NH:10], predict the reactants needed to synthesize it. The reactants are: [N:1]1[C:5]2[CH2:6][CH2:7][O:8][CH2:9][C:4]=2[S:3][C:2]=1[NH2:10].[CH3:11][O:12][CH2:13][CH2:14][Br:15]. (2) Given the product [CH:22]1([NH:28][C:2]2[CH:7]=[CH:6][C:5]([S:8]([NH:11][CH2:12][CH:13]3[CH2:17][CH2:16][CH2:15][O:14]3)(=[O:10])=[O:9])=[C:4]([C:18]([F:21])([F:20])[F:19])[CH:3]=2)[CH2:27][CH2:26][CH2:25][CH2:24][CH2:23]1, predict the reactants needed to synthesize it. The reactants are: Br[C:2]1[CH:7]=[CH:6][C:5]([S:8]([NH:11][CH2:12][CH:13]2[CH2:17][CH2:16][CH2:15][O:14]2)(=[O:10])=[O:9])=[C:4]([C:18]([F:21])([F:20])[F:19])[CH:3]=1.[CH:22]1([NH2:28])[CH2:27][CH2:26][CH2:25][CH2:24][CH2:23]1.C1C=CC(P(C2C(C3C(P(C4C=CC=CC=4)C4C=CC=CC=4)=CC=C4C=3C=CC=C4)=C3C(C=CC=C3)=CC=2)C2C=CC=CC=2)=CC=1.C(=O)([O-])[O-].[Cs+].[Cs+]. (3) Given the product [Cl:30][C:29]1[CH:28]=[CH:27][S:26][C:25]=1[C:23]1[CH2:22][C:21](=[O:31])[NH:20][C:9]2[CH:10]=[C:11]([C:14]3[CH:19]=[CH:18][CH:17]=[CH:16][N:15]=3)[CH:12]=[CH:13][C:8]=2[N:7]=1, predict the reactants needed to synthesize it. The reactants are: C(OC(=O)[NH:7][C:8]1[CH:13]=[CH:12][C:11]([C:14]2[CH:19]=[CH:18][CH:17]=[CH:16][N:15]=2)=[CH:10][C:9]=1[NH:20][C:21](=[O:31])[CH2:22][C:23]([C:25]1[S:26][CH:27]=[CH:28][C:29]=1[Cl:30])=O)(C)(C)C.C(O)(C(F)(F)F)=O. (4) Given the product [Cl:1][C:2]1[CH:8]=[C:7]([O:9][C:10]2[C:19]3[C:14](=[CH:15][C:16]([O:22][CH3:23])=[C:17]([O:20][CH3:21])[CH:18]=3)[N:13]=[CH:12][N:11]=2)[CH:6]=[CH:5][C:3]=1[NH:4][C:28](=[O:34])[O:29][CH2:30][C:39]1[CH:40]=[CH:41][CH:42]=[CH:43][C:38]=1[O:37][CH3:36], predict the reactants needed to synthesize it. The reactants are: [Cl:1][C:2]1[CH:8]=[C:7]([O:9][C:10]2[C:19]3[C:14](=[CH:15][C:16]([O:22][CH3:23])=[C:17]([O:20][CH3:21])[CH:18]=3)[N:13]=[CH:12][N:11]=2)[CH:6]=[CH:5][C:3]=1[NH2:4].ClC(Cl)(O[C:28](=[O:34])[O:29][C:30](Cl)(Cl)Cl)Cl.[CH3:36][O:37][C:38]1[CH:43]=[CH:42][CH:41]=[CH:40][C:39]=1CO.C(=O)(O)[O-].[Na+]. (5) Given the product [NH2:1][C:2]1[C:9]([N+:10]([O-:12])=[O:11])=[CH:8][C:5]([C:6]#[N:7])=[C:4]([N:17]2[CH2:16][CH2:15][N:14]([C:20]([O:22][C:23]([CH3:26])([CH3:25])[CH3:24])=[O:21])[CH2:19][CH2:18]2)[CH:3]=1, predict the reactants needed to synthesize it. The reactants are: [NH2:1][C:2]1[C:9]([N+:10]([O-:12])=[O:11])=[CH:8][C:5]([C:6]#[N:7])=[C:4](F)[CH:3]=1.[N:14]1([C:20]([O:22][C:23]([CH3:26])([CH3:25])[CH3:24])=[O:21])[CH2:19][CH2:18][NH:17][CH2:16][CH2:15]1.C(N(CC)CC)C. (6) Given the product [F:1][C:2]1[CH:3]=[CH:4][C:5]([CH:8]([OH:25])[CH:9]([CH2:15][C:16]2[CH:17]=[CH:18][C:19]([CH:22]([CH3:24])[CH3:23])=[CH:20][CH:21]=2)[C:10]([O:12][CH2:13][CH3:14])=[O:11])=[CH:6][CH:7]=1, predict the reactants needed to synthesize it. The reactants are: [F:1][C:2]1[CH:7]=[CH:6][C:5]([C:8](=[O:25])[CH:9]([CH2:15][C:16]2[CH:21]=[CH:20][C:19]([CH:22]([CH3:24])[CH3:23])=[CH:18][CH:17]=2)[C:10]([O:12][CH2:13][CH3:14])=[O:11])=[CH:4][CH:3]=1.Cl. (7) Given the product [F:30][C:31]1[CH:32]=[CH:33][C:34]([C:35](/[N:37]=[C:38]2\[NH:1][C:2]3[CH:7]=[CH:6][C:5]([O:8][CH2:9][CH2:10][N:11]4[CH2:12][CH2:13][CH2:14][CH2:15][CH2:16]4)=[CH:4][C:3]=3[N:17]\2[C@H:18]2[CH2:19][CH2:20][C@@H:21]([C:24](=[O:25])[NH:26][CH:27]([CH3:29])[CH3:28])[CH2:22][CH2:23]2)=[O:36])=[CH:64][CH:65]=1, predict the reactants needed to synthesize it. The reactants are: [NH2:1][C:2]1[CH:7]=[CH:6][C:5]([O:8][CH2:9][CH2:10][N:11]2[CH2:16][CH2:15][CH2:14][CH2:13][CH2:12]2)=[CH:4][C:3]=1[NH:17][C@@H:18]1[CH2:23][CH2:22][C@H:21]([C:24]([NH:26][CH:27]([CH3:29])[CH3:28])=[O:25])[CH2:20][CH2:19]1.[F:30][C:31]1[CH:65]=[CH:64][C:34]([C:35](/[N:37]=[C:38]2/N([C@H]3CC[C@@H](C(=O)NC(C)C)CC3)C3C=C(OCCOC)N=CC=3N/2)=[O:36])=[CH:33][CH:32]=1.